Dataset: NCI-60 drug combinations with 297,098 pairs across 59 cell lines. Task: Regression. Given two drug SMILES strings and cell line genomic features, predict the synergy score measuring deviation from expected non-interaction effect. (1) Drug 1: C1CC(C1)(C(=O)O)C(=O)O.[NH2-].[NH2-].[Pt+2]. Drug 2: COC1=NC(=NC2=C1N=CN2C3C(C(C(O3)CO)O)O)N. Cell line: DU-145. Synergy scores: CSS=35.7, Synergy_ZIP=-6.72, Synergy_Bliss=-5.74, Synergy_Loewe=-26.4, Synergy_HSA=-5.60. (2) Cell line: T-47D. Drug 2: CC(C)(C#N)C1=CC(=CC(=C1)CN2C=NC=N2)C(C)(C)C#N. Synergy scores: CSS=7.61, Synergy_ZIP=-4.31, Synergy_Bliss=-2.98, Synergy_Loewe=-2.40, Synergy_HSA=-2.75. Drug 1: C1CN1P(=S)(N2CC2)N3CC3. (3) Drug 1: CN1C(=O)N2C=NC(=C2N=N1)C(=O)N. Drug 2: CCC1(C2=C(COC1=O)C(=O)N3CC4=CC5=C(C=CC(=C5CN(C)C)O)N=C4C3=C2)O.Cl. Cell line: UO-31. Synergy scores: CSS=14.8, Synergy_ZIP=-6.53, Synergy_Bliss=3.78, Synergy_Loewe=-15.9, Synergy_HSA=2.20. (4) Drug 1: CCC1(C2=C(COC1=O)C(=O)N3CC4=CC5=C(C=CC(=C5CN(C)C)O)N=C4C3=C2)O.Cl. Drug 2: C1CCC(C(C1)N)N.C(=O)(C(=O)[O-])[O-].[Pt+4]. Cell line: HOP-62. Synergy scores: CSS=51.2, Synergy_ZIP=-4.38, Synergy_Bliss=-1.76, Synergy_Loewe=-24.4, Synergy_HSA=0.845.